From a dataset of Reaction yield outcomes from USPTO patents with 853,638 reactions. Predict the reaction yield, written as a fraction of the theoretical maximum amount of product (1.0 means a 100% yield; for example, 0.34 means a 34% yield). (1) The reactants are C[Mg]Cl.CON(C)[C:7]([C@@H:9]1[CH2:13][S:12][C:11](=[O:14])[N:10]1[CH2:15][C:16]1[CH:21]=[CH:20][C:19]([O:22][CH3:23])=[CH:18][CH:17]=1)=[O:8].[C:25](O)(=O)CC(CC(O)=O)(C(O)=O)O. The catalyst is C1COCC1.O. The product is [C:7]([C@@H:9]1[CH2:13][S:12][C:11](=[O:14])[N:10]1[CH2:15][C:16]1[CH:17]=[CH:18][C:19]([O:22][CH3:23])=[CH:20][CH:21]=1)(=[O:8])[CH3:25]. The yield is 0.800. (2) The reactants are [OH-].[K+].[N+:3]([C:6]1[CH:11]=[CH:10][CH:9]=[CH:8][C:7]=1[S:12]([NH:15][C:16]1[CH:21]=[CH:20][CH:19]=[CH:18][CH:17]=1)(=[O:14])=[O:13])([O-:5])=[O:4].Br[CH2:23][CH2:24][CH:25]=[CH2:26]. The catalyst is CN(C=O)C.CCOC(C)=O. The product is [CH2:26]([N:15]([C:16]1[CH:17]=[CH:18][CH:19]=[CH:20][CH:21]=1)[S:12]([C:7]1[CH:8]=[CH:9][CH:10]=[CH:11][C:6]=1[N+:3]([O-:5])=[O:4])(=[O:14])=[O:13])[CH2:25][CH:24]=[CH2:23]. The yield is 0.635.